From a dataset of Full USPTO retrosynthesis dataset with 1.9M reactions from patents (1976-2016). Predict the reactants needed to synthesize the given product. (1) Given the product [CH2:5]([O:4][CH:3]([O:7][CH2:8][CH3:9])[CH2:2][N:12]([CH2:13][CH3:14])[CH2:10][CH3:11])[CH3:6], predict the reactants needed to synthesize it. The reactants are: Br[CH2:2][CH:3]([O:7][CH2:8][CH3:9])[O:4][CH2:5][CH3:6].[CH2:10]([NH:12][CH2:13][CH3:14])[CH3:11]. (2) The reactants are: C1C2[CH:12]([CH2:14][O:15][C:16]([NH:18][C@@H:19]([CH2:23][S:24][CH2:25][C@H:26]([O:41][CH2:42][CH2:43][CH2:44][CH2:45][CH2:46][CH2:47][CH2:48][CH2:49][CH2:50][CH2:51][CH2:52][CH3:53])[CH2:27][O:28][CH2:29][CH2:30][CH2:31][CH2:32][CH2:33][CH2:34][CH2:35][CH2:36][CH2:37][CH2:38][CH2:39][CH3:40])[C:20](O)=[O:21])=[O:17])[C:11]3[C:6](=[CH:7][CH:8]=[CH:9][CH:10]=3)C=2C=CC=1.CN(C(ON1N=N[C:64]2[CH:65]=[CH:66][CH:67]=[CH:68][C:63]1=2)=[N+](C)C)C.F[P-](F)(F)(F)(F)F.CCN(C(C)C)C(C)C.[NH2:87][CH2:88][CH2:89][O:90][CH2:91][CH2:92][O:93][CH2:94][CH2:95][O:96][CH2:97][CH2:98][C:99]([O:101][C:102]([CH3:105])([CH3:104])[CH3:103])=[O:100]. Given the product [CH:65]1[C:64]2[CH:12]([CH2:14][O:15][C:16]([NH:18][C@@H:19]([CH2:23][S:24][CH2:25][C@H:26]([O:41][CH2:42][CH2:43][CH2:44][CH2:45][CH2:46][CH2:47][CH2:48][CH2:49][CH2:50][CH2:51][CH2:52][CH3:53])[CH2:27][O:28][CH2:29][CH2:30][CH2:31][CH2:32][CH2:33][CH2:34][CH2:35][CH2:36][CH2:37][CH2:38][CH2:39][CH3:40])[C:20](=[O:21])[NH:87][CH2:88][CH2:89][O:90][CH2:91][CH2:92][O:93][CH2:94][CH2:95][O:96][CH2:97][CH2:98][C:99]([O:101][C:102]([CH3:105])([CH3:104])[CH3:103])=[O:100])=[O:17])[C:11]3[C:10](=[CH:9][CH:8]=[CH:7][CH:6]=3)[C:63]=2[CH:68]=[CH:67][CH:66]=1, predict the reactants needed to synthesize it. (3) Given the product [C:3]1([C:13](=[O:21])[CH:14]([C:15]2[CH:20]=[CH:19][N:18]=[CH:17][CH:16]=2)[CH2:23][C:24]([O:26][CH2:27][CH3:28])=[O:25])[C:12]2[C:7](=[CH:8][CH:9]=[CH:10][CH:11]=2)[CH:6]=[CH:5][CH:4]=1, predict the reactants needed to synthesize it. The reactants are: [H-].[Na+].[C:3]1([C:13](=[O:21])[CH2:14][C:15]2[CH:20]=[CH:19][N:18]=[CH:17][CH:16]=2)[C:12]2[C:7](=[CH:8][CH:9]=[CH:10][CH:11]=2)[CH:6]=[CH:5][CH:4]=1.Br[CH2:23][C:24]([O:26][CH2:27][CH3:28])=[O:25].C(=O)(O)[O-].[Na+]. (4) The reactants are: [O:1]1[C:6]2[CH:7]=[CH:8][C:9]([NH2:11])=[CH:10][C:5]=2[O:4][CH2:3][CH2:2]1.[I:12][C:13]1[CH:18]=[CH:17][C:16]([S:19](Cl)(=[O:21])=[O:20])=[CH:15][CH:14]=1.O1C2C=CC(NS(C3C=CC(CCC(OC)=O)=CC=3)(=O)=O)=CC=2OC1. Given the product [O:1]1[CH2:2][CH2:3][O:4][C:5]2[CH:10]=[C:9]([NH:11][S:19]([C:16]3[CH:17]=[CH:18][C:13]([I:12])=[CH:14][CH:15]=3)(=[O:21])=[O:20])[CH:8]=[CH:7][C:6]1=2, predict the reactants needed to synthesize it. (5) The reactants are: [CH2:1]([C:8]1[O:9][C:10]2[CH:16]=[CH:15][C:14]([CH2:17][OH:18])=[CH:13][C:11]=2[N:12]=1)[C:2]1[CH:7]=[CH:6][CH:5]=[CH:4][CH:3]=1.[CH3:19][S:20](Cl)(=[O:22])=[O:21].C(N(CC)CC)C.[OH-].[Na+]. Given the product [CH3:19][S:20]([O:18][CH2:17][C:14]1[CH:15]=[CH:16][C:10]2[O:9][C:8]([CH2:1][C:2]3[CH:3]=[CH:4][CH:5]=[CH:6][CH:7]=3)=[N:12][C:11]=2[CH:13]=1)(=[O:22])=[O:21], predict the reactants needed to synthesize it. (6) Given the product [C:1]12([C:14]([O:16][CH2:22][CH2:23][CH3:24])=[O:15])[CH2:8][CH:7]3[CH2:6][CH:5]([CH2:4][C:3]([C:11]([O:13][CH2:18][CH2:19][CH3:20])=[O:12])([CH2:9]3)[CH2:2]1)[CH2:10]2, predict the reactants needed to synthesize it. The reactants are: [C:1]12([C:14]([OH:16])=[O:15])[CH2:10][CH:5]3[CH2:6][CH:7]([CH2:9][C:3]([C:11]([OH:13])=[O:12])([CH2:4]3)[CH2:2]1)[CH2:8]2.Br[CH2:18][CH2:19][CH3:20].N1(C2CCCCCCCCCC2)CCCN=CCC[CH2:24][CH2:23][CH2:22]1. (7) Given the product [CH3:1][O:2][C:3]1[CH:4]=[CH:5][C:6]([C:10]2[CH:19]=[CH:18][C:17]3[C:12](=[CH:13][CH:14]=[C:15]([O:20][CH3:21])[CH:16]=3)[CH:11]=2)=[C:7]([NH:9][C:45](=[O:46])[C:44]2[CH:43]=[CH:42][C:41]([O:40][CH2:39][CH2:38][N:32]3[CH2:37][CH2:36][CH2:35][CH2:34][CH2:33]3)=[CH:49][CH:48]=2)[CH:8]=1, predict the reactants needed to synthesize it. The reactants are: [CH3:1][O:2][C:3]1[CH:4]=[CH:5][C:6]([C:10]2[CH:19]=[CH:18][C:17]3[C:12](=[CH:13][CH:14]=[C:15]([O:20][CH3:21])[CH:16]=3)[CH:11]=2)=[C:7]([NH2:9])[CH:8]=1.C(N(CC)C(C)C)(C)C.Cl.[N:32]1([CH2:38][CH2:39][O:40][C:41]2[CH:49]=[CH:48][C:44]([C:45](Cl)=[O:46])=[CH:43][CH:42]=2)[CH2:37][CH2:36][CH2:35][CH2:34][CH2:33]1.[Cl-].[NH4+]. (8) The reactants are: [I:1][C:2]1[CH:3]=[CH:4][CH:5]=[C:6]2[C:11]=1[N:10]=[C:9](S(C)=O)[N:8]([CH3:15])[C:7]2=[O:16].IC1C=CC=C2C=1N=C(S(C)(=O)=[O:29])N(C)C2=O.O[Li].O. Given the product [OH:29][C:9]1[N:8]([CH3:15])[C:7](=[O:16])[C:6]2[C:11](=[C:2]([I:1])[CH:3]=[CH:4][CH:5]=2)[N:10]=1, predict the reactants needed to synthesize it.